This data is from Reaction yield outcomes from USPTO patents with 853,638 reactions. The task is: Predict the reaction yield, written as a fraction of the theoretical maximum amount of product (1.0 means a 100% yield; for example, 0.34 means a 34% yield). The reactants are [CH2:1]([O:8][C:9]([NH:11][CH:12]1[CH2:14][C:13]1([OH:20])[C:15]([O:17]CC)=[O:16])=[O:10])[C:2]1[CH:7]=[CH:6][CH:5]=[CH:4][CH:3]=1.C([O-])([O-])=O.[K+].[K+]. The catalyst is C1COCC1.O. The product is [CH2:1]([O:8][C:9]([NH:11][CH:12]1[CH2:14][C:13]1([OH:20])[C:15]([OH:17])=[O:16])=[O:10])[C:2]1[CH:7]=[CH:6][CH:5]=[CH:4][CH:3]=1. The yield is 0.690.